This data is from Full USPTO retrosynthesis dataset with 1.9M reactions from patents (1976-2016). The task is: Predict the reactants needed to synthesize the given product. (1) Given the product [NH2:30][C:26]1([C:23]2[CH:24]=[CH:25][C:20]([C:12]3[O:11][C:9]4[N:10]=[C:5]([N:4]([CH2:3][CH2:2][OH:1])[CH3:40])[N:6]([CH3:39])[C:7](=[O:38])[C:8]=4[C:13]=3[C:14]3[CH:15]=[CH:16][CH:17]=[CH:18][CH:19]=3)=[CH:21][CH:22]=2)[CH2:27][CH2:28][CH2:29]1, predict the reactants needed to synthesize it. The reactants are: [OH:1][CH2:2][CH2:3][N:4]([CH3:40])[C:5]1[N:6]([CH3:39])[C:7](=[O:38])[C:8]2[C:13]([C:14]3[CH:19]=[CH:18][CH:17]=[CH:16][CH:15]=3)=[C:12]([C:20]3[CH:25]=[CH:24][C:23]([C:26]4([NH:30]C(=O)OC(C)(C)C)[CH2:29][CH2:28][CH2:27]4)=[CH:22][CH:21]=3)[O:11][C:9]=2[N:10]=1.C(O)(C(F)(F)F)=O. (2) Given the product [CH2:23]([O:22][C:7]1[CH:8]=[CH:9][C:10]2[C:11]3[N:12]([CH2:13][CH2:14][CH2:15][CH2:16][NH:17][S:18]([CH3:21])(=[O:19])=[O:20])[C:30]([CH2:31][CH2:32][CH3:33])=[N:1][C:2]=3[CH:3]=[N:4][C:5]=2[CH:6]=1)[C:24]1[CH:25]=[CH:26][CH:27]=[CH:28][CH:29]=1, predict the reactants needed to synthesize it. The reactants are: [NH2:1][C:2]1[CH:3]=[N:4][C:5]2[C:10]([C:11]=1[NH:12][CH2:13][CH2:14][CH2:15][CH2:16][NH:17][S:18]([CH3:21])(=[O:20])=[O:19])=[CH:9][CH:8]=[C:7]([O:22][CH2:23][C:24]1[CH:29]=[CH:28][CH:27]=[CH:26][CH:25]=1)[CH:6]=2.[C:30](Cl)(=O)[CH2:31][CH2:32][CH3:33].